This data is from Forward reaction prediction with 1.9M reactions from USPTO patents (1976-2016). The task is: Predict the product of the given reaction. Given the reactants [CH2:1]([NH:3][C:4]([C:6]1[C:10](I)=[C:9]([C:12]2[CH:17]=[C:16]([CH:18]([CH3:20])[CH3:19])[C:15]([O:21][CH2:22][C:23]3[CH:28]=[CH:27][CH:26]=[CH:25][CH:24]=3)=[CH:14][C:13]=2[O:29][CH2:30][C:31]2[CH:36]=[CH:35][CH:34]=[CH:33][CH:32]=2)[O:8][N:7]=1)=[O:5])[CH3:2].[NH:37]1[CH2:42][CH2:41][O:40][CH2:39][CH2:38]1.C([BH3-])#N.[Na+].[C:47](O)(=O)[CH3:48], predict the reaction product. The product is: [CH2:1]([NH:3][C:4]([C:6]1[C:10]([C:9]2[CH:12]=[CH:13][C:47]([CH2:48][N:37]3[CH2:42][CH2:41][O:40][CH2:39][CH2:38]3)=[CH:6][CH:10]=2)=[C:9]([C:12]2[CH:17]=[C:16]([CH:18]([CH3:20])[CH3:19])[C:15]([O:21][CH2:22][C:23]3[CH:28]=[CH:27][CH:26]=[CH:25][CH:24]=3)=[CH:14][C:13]=2[O:29][CH2:30][C:31]2[CH:36]=[CH:35][CH:34]=[CH:33][CH:32]=2)[O:8][N:7]=1)=[O:5])[CH3:2].